This data is from Full USPTO retrosynthesis dataset with 1.9M reactions from patents (1976-2016). The task is: Predict the reactants needed to synthesize the given product. Given the product [N:35]1([CH2:34][CH2:33][NH:32][C:2]2[N:31]=[CH:30][CH:29]=[CH:28][C:3]=2[C:4]([NH:6][C:7]2[CH:8]=[N:9][C:10]([N:13]3[C:17]([C:18]([F:21])([F:20])[F:19])=[CH:16][C:15]([C:22]4[CH:23]=[N:24][CH:25]=[CH:26][CH:27]=4)=[N:14]3)=[CH:11][CH:12]=2)=[O:5])[CH2:40][CH2:39][O:38][CH2:37][CH2:36]1, predict the reactants needed to synthesize it. The reactants are: Cl[C:2]1[N:31]=[CH:30][CH:29]=[CH:28][C:3]=1[C:4]([NH:6][C:7]1[CH:8]=[N:9][C:10]([N:13]2[C:17]([C:18]([F:21])([F:20])[F:19])=[CH:16][C:15]([C:22]3[CH:23]=[N:24][CH:25]=[CH:26][CH:27]=3)=[N:14]2)=[CH:11][CH:12]=1)=[O:5].[NH2:32][CH2:33][CH2:34][N:35]1[CH2:40][CH2:39][O:38][CH2:37][CH2:36]1.